Task: Predict which catalyst facilitates the given reaction.. Dataset: Catalyst prediction with 721,799 reactions and 888 catalyst types from USPTO (1) Reactant: [Br:1][C:2]1[CH:9]=[CH:8][C:5]([CH:6]=O)=[CH:4][C:3]=1[N+:10]([O-:12])=[O:11].[OH2:13].O[NH2:15]. Product: [Br:1][C:2]1[CH:9]=[CH:8][C:5]([CH:6]=[N:15][OH:13])=[CH:4][C:3]=1[N+:10]([O-:12])=[O:11]. The catalyst class is: 5. (2) Reactant: ClC(OCC)=O.[F:7][C:8]1[CH:45]=[CH:44][C:11]([O:12][C:13]2[CH:18]=[CH:17][C:16]([S:19]([N:22]3[CH2:31][CH2:30][C:29]4[C:24](=[CH:25][CH:26]=[CH:27][C:28]=4[O:32][CH2:33][CH2:34][N:35]4[CH2:40][CH2:39][CH2:38][CH2:37][CH2:36]4)[CH:23]3[C:41]([OH:43])=O)(=[O:21])=[O:20])=[CH:15][CH:14]=2)=[CH:10][CH:9]=1.CN1CCOCC1.C[Si](C)(C)[O:55][NH2:56]. Product: [OH:55][NH:56][C:41]([CH:23]1[C:24]2[C:29](=[C:28]([O:32][CH2:33][CH2:34][N:35]3[CH2:36][CH2:37][CH2:38][CH2:39][CH2:40]3)[CH:27]=[CH:26][CH:25]=2)[CH2:30][CH2:31][N:22]1[S:19]([C:16]1[CH:15]=[CH:14][C:13]([O:12][C:11]2[CH:44]=[CH:45][C:8]([F:7])=[CH:9][CH:10]=2)=[CH:18][CH:17]=1)(=[O:20])=[O:21])=[O:43]. The catalyst class is: 3.